Dataset: Peptide-MHC class I binding affinity with 185,985 pairs from IEDB/IMGT. Task: Regression. Given a peptide amino acid sequence and an MHC pseudo amino acid sequence, predict their binding affinity value. This is MHC class I binding data. (1) The binding affinity (normalized) is 0.365. The peptide sequence is GILGFVFTLT. The MHC is HLA-A02:02 with pseudo-sequence HLA-A02:02. (2) The peptide sequence is AERIGEPDY. The MHC is HLA-B44:03 with pseudo-sequence HLA-B44:03. The binding affinity (normalized) is 0.382.